Task: Predict the product of the given reaction.. Dataset: Forward reaction prediction with 1.9M reactions from USPTO patents (1976-2016) (1) Given the reactants [O-:1][Mn](=O)(=O)=O.[K+].[F:7][CH:8]([F:15])[C:9]1[NH:13][N:12]=C(C)[CH:10]=1.C[C:17]([OH:20])([CH3:19])C, predict the reaction product. The product is: [F:7][CH:8]([F:15])[C:9]1[NH:13][N:12]=[C:19]([C:17]([OH:20])=[O:1])[CH:10]=1. (2) Given the reactants C([N:8]1[CH2:13][CH2:12][C:11]([CH2:15][C:16]2[CH:21]=[CH:20][CH:19]=[CH:18][C:17]=2[F:22])([OH:14])[CH2:10][CH2:9]1)C1C=CC=CC=1, predict the reaction product. The product is: [F:22][C:17]1[CH:18]=[CH:19][CH:20]=[CH:21][C:16]=1[CH2:15][C:11]1([OH:14])[CH2:10][CH2:9][NH:8][CH2:13][CH2:12]1. (3) Given the reactants C(OC([N:8]1[C@H:20]([C:21]([OH:23])=[O:22])[CH2:19][C:18]2[C:17]3[C:12](=[CH:13][CH:14]=[CH:15][CH:16]=3)[N:11]([CH2:24][C:25]3[CH:30]=[CH:29][C:28]([F:31])=[CH:27][CH:26]=3)[C:10]=2[CH2:9]1)=O)(C)(C)C.[ClH:32].C(N(CC)CC)C, predict the reaction product. The product is: [ClH:32].[F:31][C:28]1[CH:29]=[CH:30][C:25]([CH2:24][N:11]2[C:12]3[C:17](=[CH:16][CH:15]=[CH:14][CH:13]=3)[C:18]3[CH2:19][C@@H:20]([C:21]([OH:23])=[O:22])[NH:8][CH2:9][C:10]2=3)=[CH:26][CH:27]=1. (4) Given the reactants [H-].[Na+].[O:3]1[C:7]2[CH:8]=[CH:9][C:10]([CH2:12][OH:13])=[CH:11][C:6]=2[O:5][CH2:4]1.[CH2:14]([O:16][C:17](=[O:25])[C:18]1[CH:23]=[CH:22][CH:21]=[N:20][C:19]=1Cl)[CH3:15].O, predict the reaction product. The product is: [CH2:14]([O:16][C:17](=[O:25])[C:18]1[CH:23]=[CH:22][CH:21]=[N:20][C:19]=1[O:13][CH2:12][C:10]1[CH:9]=[CH:8][C:7]2[O:3][CH2:4][O:5][C:6]=2[CH:11]=1)[CH3:15]. (5) Given the reactants [NH2:1][C:2]1[S:3][C:4]([C:8]([NH:10][CH2:11][C:12]2[CH:17]=[CH:16][CH:15]=[CH:14][CH:13]=2)=[O:9])=[C:5]([CH3:7])[N:6]=1.C(N(CC)CC)C.[Br:25][CH2:26][CH2:27][CH2:28][CH2:29][C:30](Cl)=[O:31], predict the reaction product. The product is: [CH2:11]([NH:10][C:8]([C:4]1[S:3][C:2]([NH:1][C:30](=[O:31])[CH2:29][CH2:28][CH2:27][CH2:26][Br:25])=[N:6][C:5]=1[CH3:7])=[O:9])[C:12]1[CH:17]=[CH:16][CH:15]=[CH:14][CH:13]=1. (6) Given the reactants [C:1]([O:10]C)(=O)[C:2]1[C:3](=[CH:5][CH:6]=[CH:7][CH:8]=1)[SH:4].[C:12]([C:15]1[C:16](C#N)=[N:17][CH:18]=[CH:19][CH:20]=1)(=[O:14])[CH3:13].[CH2:23]([N:25](CC)CC)C, predict the reaction product. The product is: [C:12]([C:15]1[CH:20]=[CH:19][C:18]([C:23]2[S:4][C:3]3[CH:5]=[CH:6][CH:7]=[CH:8][C:2]=3[C:1](=[O:10])[N:25]=2)=[N:17][CH:16]=1)(=[O:14])[CH3:13]. (7) The product is: [NH2:44][C:41]1[N:42]=[CH:43][C:38]([C:35]2[CH:36]=[CH:37][C:32]([C:27]3[CH:28]=[CH:29][CH:30]=[CH:31][C:26]=3[NH:25][S:7]([NH2:10])(=[O:9])=[O:8])=[CH:33][C:34]=2[F:45])=[N:39][CH:40]=1. Given the reactants C(O)(C)(C)C.Cl[S:7]([N:10]=C=O)(=[O:9])=[O:8].C(OC(NS(Cl)(=O)=O)=O)(C)(C)C.[NH2:25][C:26]1[CH:31]=[CH:30][CH:29]=[CH:28][C:27]=1[C:32]1[CH:37]=[CH:36][C:35]([C:38]2[N:39]=[CH:40][C:41]([NH2:44])=[N:42][CH:43]=2)=[C:34]([F:45])[CH:33]=1.C(N(CC)CC)C, predict the reaction product. (8) Given the reactants C([O:5][NH:6][C:7](=[N:59]S(C1C(C)=C(C)C2OC(C)(C)CC=2C=1C)(=O)=O)[NH:8][CH2:9][CH2:10][CH2:11][C@H:12]([NH:41]C(=O)OCC1C2C=CC=CC=2C2C1=CC=CC=2)[C:13](=[O:40])[NH:14][S:15]([C:18]1[CH:23]=[CH:22][C:21]([N:24]2[C:28]([C:29]3[CH:34]=[CH:33][C:32]([CH3:35])=[CH:31][CH:30]=3)=[CH:27][C:26]([C:36]([F:39])([F:38])[F:37])=[N:25]2)=[CH:20][CH:19]=1)(=[O:17])=[O:16])(C)(C)C.N1CCCCC1, predict the reaction product. The product is: [NH2:41][C@@H:12]([CH2:11][CH2:10][CH2:9][NH:8][C:7]([NH2:59])=[N:6][OH:5])[C:13]([NH:14][S:15]([C:18]1[CH:19]=[CH:20][C:21]([N:24]2[C:28]([C:29]3[CH:30]=[CH:31][C:32]([CH3:35])=[CH:33][CH:34]=3)=[CH:27][C:26]([C:36]([F:39])([F:38])[F:37])=[N:25]2)=[CH:22][CH:23]=1)(=[O:16])=[O:17])=[O:40]. (9) Given the reactants C([O:8][C:9]1[C:10]([F:22])=[C:11]([CH2:18][C:19](=[O:21])[CH3:20])[C:12]([N+:15]([O-:17])=[O:16])=[CH:13][CH:14]=1)C1C=CC=CC=1.[Cl-].[NH+]1C=CC=CC=1, predict the reaction product. The product is: [F:22][C:10]1[C:9]([OH:8])=[CH:14][CH:13]=[C:12]([N+:15]([O-:17])=[O:16])[C:11]=1[CH2:18][C:19](=[O:21])[CH3:20]. (10) Given the reactants Cl[CH2:2][CH2:3][CH2:4][CH2:5][N:6]1[C:10]2[CH:11]=[CH:12][CH:13]=[CH:14][C:9]=2[N:8]=[CH:7]1.[CH3:15][O:16][C:17]1[CH:22]=[CH:21][CH:20]=[CH:19][C:18]=1[N:23]1[CH2:28][CH2:27][NH:26][CH2:25][CH2:24]1.C(N(C(C)C)CC)(C)C.[I-].[K+], predict the reaction product. The product is: [CH3:15][O:16][C:17]1[CH:22]=[CH:21][CH:20]=[CH:19][C:18]=1[N:23]1[CH2:28][CH2:27][N:26]([CH2:2][CH2:3][CH2:4][CH2:5][N:6]2[C:10]3[CH:11]=[CH:12][CH:13]=[CH:14][C:9]=3[N:8]=[CH:7]2)[CH2:25][CH2:24]1.